This data is from Reaction yield outcomes from USPTO patents with 853,638 reactions. The task is: Predict the reaction yield, written as a fraction of the theoretical maximum amount of product (1.0 means a 100% yield; for example, 0.34 means a 34% yield). (1) The reactants are [F:1][CH:2]([F:15])[C@@H:3]1[C@@H:12]([OH:13])[C@H:11]([OH:14])[C@H:6]2[NH:7]C(=O)[O:9][C@H:5]2[CH2:4]1.[Li+].[OH-]. The catalyst is CO.O. The product is [NH2:7][C@H:6]1[C@@H:5]([OH:9])[CH2:4][C@H:3]([CH:2]([F:1])[F:15])[C@@H:12]([OH:13])[C@@H:11]1[OH:14]. The yield is 0.990. (2) The reactants are O.[Na].[CH3:3][O:4][C:5]1[CH:25]=[CH:24][C:8]([CH2:9][N:10]2[CH2:19][CH2:18][C:17]3[C:12](=[CH:13][CH:14]=[C:15]([CH2:20][C:21]#[N:22])[CH:16]=3)[C:11]2=[O:23])=[CH:7][CH:6]=1.Br[CH2:27][CH2:28]Br.C(OC(=O)C)C. The catalyst is CN(C=O)C. The product is [CH3:3][O:4][C:5]1[CH:25]=[CH:24][C:8]([CH2:9][N:10]2[CH2:19][CH2:18][C:17]3[C:12](=[CH:13][CH:14]=[C:15]([C:20]4([C:21]#[N:22])[CH2:28][CH2:27]4)[CH:16]=3)[C:11]2=[O:23])=[CH:7][CH:6]=1. The yield is 0.770. (3) The reactants are [CH2:1]([N:3]([CH2:24][CH3:25])[CH2:4][CH2:5][N:6]([CH3:23])[C:7]([C:9]1[S:17][C:16]2[CH:15]=[C:14]([CH3:18])[NH:13][C:12](=[O:19])[C:11]=2[C:10]=1[O:20][CH2:21][CH3:22])=[O:8])[CH3:2].[CH2:26](Br)[C:27]([C:29]1[CH:34]=[CH:33][CH:32]=[CH:31][CH:30]=1)=[O:28].C(=O)([O-])[O-].[K+].[K+].CN(C=O)C. The catalyst is O. The product is [CH2:24]([N:3]([CH2:1][CH3:2])[CH2:4][CH2:5][N:6]([CH3:23])[C:7]([C:9]1[S:17][C:16]2[CH:15]=[C:14]([CH3:18])[N:13]([CH2:26][C:27](=[O:28])[C:29]3[CH:34]=[CH:33][CH:32]=[CH:31][CH:30]=3)[C:12](=[O:19])[C:11]=2[C:10]=1[O:20][CH2:21][CH3:22])=[O:8])[CH3:25]. The yield is 0.130. (4) The reactants are [CH2:1]([C:3]1[S:26][C:6]2[N:7]([CH2:11][C:12]3[CH:17]=[CH:16][C:15]([C:18]4[C:19]([C:24]#[N:25])=[CH:20][CH:21]=[CH:22][CH:23]=4)=[CH:14][CH:13]=3)[C:8](=[O:10])[NH:9][C:5]=2[CH:4]=1)[CH3:2].Br[CH2:28][C:29]1[CH:34]=[CH:33][C:32]([F:35])=[CH:31][CH:30]=1.CN(C)C=O.[H-].[Na+]. The catalyst is C(OCC)(=O)C. The product is [CH2:1]([C:3]1[S:26][C:6]2[N:7]([CH2:11][C:12]3[CH:17]=[CH:16][C:15]([C:18]4[C:19]([C:24]#[N:25])=[CH:20][CH:21]=[CH:22][CH:23]=4)=[CH:14][CH:13]=3)[C:8](=[O:10])[N:9]([CH2:28][C:29]3[CH:34]=[CH:33][C:32]([F:35])=[CH:31][CH:30]=3)[C:5]=2[CH:4]=1)[CH3:2]. The yield is 0.800. (5) The reactants are [NH:1]1[C:9]2[C:4](=[CH:5][CH:6]=[CH:7][CH:8]=2)[C:3]([C:10]([O-:12])=[O:11])=[N:2]1.Cl[CH2:14][C:15]1[CH:20]=[CH:19][C:18]([S:21]([CH3:24])(=[O:23])=[O:22])=[CH:17][CH:16]=1.[C:25](=O)([O-])[O-].[K+].[K+]. The catalyst is CN(C)C=O. The product is [CH3:24][S:21]([C:18]1[CH:19]=[CH:20][C:15]([CH2:14][N:1]2[C:9]3[C:4](=[CH:5][CH:6]=[CH:7][CH:8]=3)[C:3]([C:10]([O:12][CH3:25])=[O:11])=[N:2]2)=[CH:16][CH:17]=1)(=[O:23])=[O:22]. The yield is 0.550. (6) The reactants are [CH3:1][C:2]1[C:3]([NH:8][C@@H:9]2[CH2:14][CH2:13][CH2:12][N:11]([C:15]([O:17][C:18]([CH3:21])([CH3:20])[CH3:19])=[O:16])[CH2:10]2)=[N:4][CH:5]=[CH:6][CH:7]=1.[Br:22][C:23]1[CH:31]=[CH:30][C:26]([C:27](Cl)=[O:28])=[CH:25][CH:24]=1.C[Si]([N-][Si](C)(C)C)(C)C.[Li+]. The catalyst is C1COCC1. The product is [Br:22][C:23]1[CH:31]=[CH:30][C:26]([C:27]([N:8]([C:3]2[C:2]([CH3:1])=[CH:7][CH:6]=[CH:5][N:4]=2)[C@@H:9]2[CH2:14][CH2:13][CH2:12][N:11]([C:15]([O:17][C:18]([CH3:21])([CH3:20])[CH3:19])=[O:16])[CH2:10]2)=[O:28])=[CH:25][CH:24]=1. The yield is 0.500.